This data is from Reaction yield outcomes from USPTO patents with 853,638 reactions. The task is: Predict the reaction yield, written as a fraction of the theoretical maximum amount of product (1.0 means a 100% yield; for example, 0.34 means a 34% yield). (1) The reactants are [OH:1][C:2]1[CH:10]=[CH:9][C:5]([CH2:6][CH2:7][OH:8])=[CH:4][C:3]=1[O:11][CH3:12].[CH2:13]([OH:16])[CH2:14][CH3:15]. The catalyst is S(=O)(=O)(O)O. The product is [CH2:13]([O:16][C:7](=[O:8])[CH2:6][C:5]1[CH:9]=[CH:10][C:2]([OH:1])=[C:3]([O:11][CH3:12])[CH:4]=1)[CH2:14][CH3:15]. The yield is 1.00. (2) The reactants are [NH2:1][C:2]1[CH:3]=[C:4]([CH:10]=[CH:11][C:12]=1[CH3:13])[C:5]([NH:7][O:8][CH3:9])=[O:6].N([O-])=O.[Na+].[Sn](Cl)Cl.[C:21]([C:29](=[CH:32][NH:33]C1C=CC=CC=1)[C:30]#[N:31])(=[O:28])[C:22]1[CH:27]=[CH:26][CH:25]=[CH:24][CH:23]=1. The catalyst is O.Cl.CCOC(C)=O. The product is [NH2:33][C:32]1[N:1]([C:2]2[CH:3]=[C:4]([CH:10]=[CH:11][C:12]=2[CH3:13])[C:5]([NH:7][O:8][CH3:9])=[O:6])[N:31]=[CH:30][C:29]=1[C:21](=[O:28])[C:22]1[CH:27]=[CH:26][CH:25]=[CH:24][CH:23]=1. The yield is 0.280. (3) The reactants are C([O:8][C:9]1[CH:14]=[CH:13][C:12](/[CH:15]=[CH:16]/[C:17]([F:20])([F:19])[F:18])=[CH:11][CH:10]=1)C1C=CC=CC=1. The catalyst is [Pd].CO.C1COCC1.C(Cl)Cl. The product is [F:18][C:17]([F:19])([F:20])[CH2:16][CH2:15][C:12]1[CH:13]=[CH:14][C:9]([OH:8])=[CH:10][CH:11]=1. The yield is 0.720. (4) The reactants are [O:1]1[CH2:5][CH2:4][O:3][CH:2]1[C:6]1[CH:10]=[CH:9][O:8][C:7]=1[C:11]([OH:13])=O.[Cl-].COC1N=C(OC)N=C([N+]2(C)CCOCC2)N=1.CN1CCOCC1.Cl.[CH3:40][NH:41][C:42]([C@@H:44]1[NH:56][CH2:55][C:47]2[NH:48][C:49]3[C:54]([C:46]=2[CH2:45]1)=[CH:53][CH:52]=[CH:51][CH:50]=3)=[O:43]. The catalyst is CC#N.C(OCC)(=O)C. The product is [O:3]1[CH2:4][CH2:5][O:1][CH:2]1[C:6]1[CH:10]=[CH:9][O:8][C:7]=1[C:11]([N:56]1[C@@H:44]([C:42]([NH:41][CH3:40])=[O:43])[CH2:45][C:46]2[C:54]3[C:49](=[CH:50][CH:51]=[CH:52][CH:53]=3)[NH:48][C:47]=2[CH2:55]1)=[O:13]. The yield is 0.470.